Dataset: Forward reaction prediction with 1.9M reactions from USPTO patents (1976-2016). Task: Predict the product of the given reaction. (1) The product is: [CH2:58]([O:57][C:55]([N:28]1[C:29]2[C:34](=[N:33][C:32]([O:35][CH3:36])=[CH:31][CH:30]=2)[C@@H:25]([NH:24][C:9]2[N:8]=[C:7]([CH2:6][C:5]3[CH:39]=[C:40]([C:42]([F:45])([F:44])[F:43])[CH:41]=[C:3]([C:2]([F:47])([F:46])[F:1])[CH:4]=3)[C:12]([N:13]3[CH2:18][CH2:17][CH:16]([C:19]([OH:21])=[O:20])[CH2:15][CH2:14]3)=[CH:11][N:10]=2)[CH2:26][C@H:27]1[CH2:37][CH3:38])=[O:56])[CH2:59][CH3:60]. Given the reactants [F:1][C:2]([F:47])([F:46])[C:3]1[CH:4]=[C:5]([CH:39]=[C:40]([C:42]([F:45])([F:44])[F:43])[CH:41]=1)[CH2:6][C:7]1[C:12]([N:13]2[CH2:18][CH2:17][CH:16]([C:19]([O:21]CC)=[O:20])[CH2:15][CH2:14]2)=[CH:11][N:10]=[C:9]([NH:24][C@@H:25]2[C:34]3[C:29](=[CH:30][CH:31]=[C:32]([O:35][CH3:36])[N:33]=3)[NH:28][C@H:27]([CH2:37][CH3:38])[CH2:26]2)[N:8]=1.N1C=CC=CC=1.Cl[C:55]([O:57][CH2:58][CH2:59][CH3:60])=[O:56].C(=O)([O-])O.[Na+], predict the reaction product. (2) Given the reactants [Br:1][C:2]1[CH:3]=[C:4](B(O)O)[CH:5]=[C:6]([Br:8])[CH:7]=1.Br[C:13]([CH3:15])=[CH2:14], predict the reaction product. The product is: [Br:1][C:2]1[CH:3]=[C:4]([C:13]([CH3:15])=[CH2:14])[CH:5]=[C:6]([Br:8])[CH:7]=1. (3) Given the reactants [CH3:1][O:2][C:3](=[O:34])[CH2:4][CH2:5][CH2:6][CH2:7][CH2:8][O:9][C:10]1[C:11]([NH2:33])=[CH:12][C:13]2[N:17]=[C:16]([C:18]3[CH:23]=[CH:22][CH:21]=[CH:20][CH:19]=3)[N:15]([C:24]3[CH:29]=[CH:28][C:27]([O:30][CH3:31])=[CH:26][CH:25]=3)[C:14]=2[CH:32]=1.[F:35][C:36]([F:48])([F:47])[C:37]1[CH:42]=[CH:41][C:40]([S:43](Cl)(=[O:45])=[O:44])=[CH:39][CH:38]=1, predict the reaction product. The product is: [CH3:1][O:2][C:3](=[O:34])[CH2:4][CH2:5][CH2:6][CH2:7][CH2:8][O:9][C:10]1[C:11]([NH:33][S:43]([C:40]2[CH:39]=[CH:38][C:37]([C:36]([F:35])([F:47])[F:48])=[CH:42][CH:41]=2)(=[O:45])=[O:44])=[CH:12][C:13]2[N:17]=[C:16]([C:18]3[CH:23]=[CH:22][CH:21]=[CH:20][CH:19]=3)[N:15]([C:24]3[CH:29]=[CH:28][C:27]([O:30][CH3:31])=[CH:26][CH:25]=3)[C:14]=2[CH:32]=1. (4) Given the reactants [F:1][C:2]1[CH:9]=[CH:8][C:5]([C:6]#[N:7])=[C:4]([C:10]([F:13])([F:12])[F:11])[C:3]=1I.C1(C)C=CC=CC=1.[C:22]([Si:24]([CH3:27])([CH3:26])[CH3:25])#[CH:23], predict the reaction product. The product is: [F:1][C:2]1[CH:9]=[CH:8][C:5]([C:6]#[N:7])=[C:4]([C:10]([F:13])([F:12])[F:11])[C:3]=1[C:23]#[C:22][Si:24]([CH3:27])([CH3:26])[CH3:25]. (5) Given the reactants [CH3:1][C:2]1[CH:24]=[CH:23][C:5]([C:6]([NH:8][C:9]2[S:10][C:11]3[CH:17]=[C:16]([C:18]([O:20]CC)=[O:19])[CH:15]=[CH:14][C:12]=3[N:13]=2)=[O:7])=[CH:4][CH:3]=1.[OH-].[Na+], predict the reaction product. The product is: [CH3:1][C:2]1[CH:3]=[CH:4][C:5]([C:6]([NH:8][C:9]2[S:10][C:11]3[CH:17]=[C:16]([C:18]([OH:20])=[O:19])[CH:15]=[CH:14][C:12]=3[N:13]=2)=[O:7])=[CH:23][CH:24]=1.